From a dataset of Full USPTO retrosynthesis dataset with 1.9M reactions from patents (1976-2016). Predict the reactants needed to synthesize the given product. Given the product [NH2:37][C:8]1[C:7]2[N:16]=[C:4]([CH2:1][CH2:2][CH3:3])[N:5]([CH2:17][C:18]3([OH:24])[CH2:19][CH2:20][CH2:21][CH2:22][CH2:23]3)[C:6]=2[C:15]2[N:14]=[CH:13][CH:12]=[CH:11][C:10]=2[N:9]=1, predict the reactants needed to synthesize it. The reactants are: [CH2:1]([C:4]1[N:5]([CH2:17][C:18]2([OH:24])[CH2:23][CH2:22][CH2:21][CH2:20][CH2:19]2)[C:6]2[C:15]3[N:14]=[CH:13][CH:12]=[CH:11][C:10]=3[N:9]=[CH:8][C:7]=2[N:16]=1)[CH2:2][CH3:3].ClC1C=CC=C(C(OO)=O)C=1.[OH-].[NH4+:37].C1(C)C=CC(S(Cl)(=O)=O)=CC=1.